From a dataset of Rat liver microsome stability data. Regression/Classification. Given a drug SMILES string, predict its absorption, distribution, metabolism, or excretion properties. Task type varies by dataset: regression for continuous measurements (e.g., permeability, clearance, half-life) or binary classification for categorical outcomes (e.g., BBB penetration, CYP inhibition). Dataset: rlm. The drug is COc1ccccc1NS(=O)(=O)c1cccc(NC(=O)c2[nH]c(C)c(C(C)=O)c2C)c1. The result is 1 (stable in rat liver microsomes).